From a dataset of Peptide-MHC class II binding affinity with 134,281 pairs from IEDB. Regression. Given a peptide amino acid sequence and an MHC pseudo amino acid sequence, predict their binding affinity value. This is MHC class II binding data. (1) The peptide sequence is AKLMRDIPFRVGAVV. The MHC is HLA-DQA10102-DQB10602 with pseudo-sequence HLA-DQA10102-DQB10602. The binding affinity (normalized) is 0.182. (2) The peptide sequence is SQDLELSWNLNGLQDY. The MHC is HLA-DQA10101-DQB10501 with pseudo-sequence HLA-DQA10101-DQB10501. The binding affinity (normalized) is 0.655. (3) The peptide sequence is GELQIVDKLDAAFKI. The MHC is DRB1_0404 with pseudo-sequence DRB1_0404. The binding affinity (normalized) is 0.507. (4) The peptide sequence is LMAFTAAVTS. The MHC is DRB4_0101 with pseudo-sequence DRB4_0103. The binding affinity (normalized) is 0. (5) The peptide sequence is EGHLRFLKNIILPVY. The MHC is DRB1_0802 with pseudo-sequence DRB1_0802. The binding affinity (normalized) is 0.810. (6) The peptide sequence is AAATAGTTVYGEFAA. The MHC is HLA-DQA10501-DQB10301 with pseudo-sequence HLA-DQA10501-DQB10301. The binding affinity (normalized) is 0.554. (7) The peptide sequence is NLVLGSGQHKSDADE. The MHC is DRB1_0101 with pseudo-sequence DRB1_0101. The binding affinity (normalized) is 0.547. (8) The peptide sequence is YHFDLSGIAFGSMAK. The MHC is DRB1_1302 with pseudo-sequence DRB1_1302. The binding affinity (normalized) is 0.151. (9) The peptide sequence is DEINTIFSDYIPYVF. The MHC is DRB1_1101 with pseudo-sequence DRB1_1101. The binding affinity (normalized) is 0.0746.